The task is: Binary Classification. Given a miRNA mature sequence and a target amino acid sequence, predict their likelihood of interaction.. This data is from Experimentally validated miRNA-target interactions with 360,000+ pairs, plus equal number of negative samples. (1) The miRNA is mmu-miR-1903 with sequence CCUUCUUCUUCUUCCUGAGACA. The protein sequence of the target gene is MSEEQWVSLSSEEFDQLQKYSEYSSKKIKDVLAEFNEGGSLRQYDPHKPISYDVFKLFMRAYLEVDLPQPLSTHLFLAFSQKPRQETPDHPKEGASSSEPNVSDYNSDNAAKADEACAPDTESKTTKTQAPSKELEAAAPWEDPGALASSSDAPVVYLKDVVCYLSLMETGRPQDKLEFMFRLYDSDENGLLDQAEMDQIVSQMLHVAQYLEWDPTELRPILKEMLQGMDYDKDGFVSLQEWINGGMTTIPLLVLLGMDDSGSKGDGRHAWTLKHFKKPTYCNFCRAMLMGVGKQGLCCI.... Result: 1 (interaction). (2) The miRNA is hsa-miR-3064-3p with sequence UUGCCACACUGCAACACCUUACA. The protein sequence of the target gene is MGRRRLLVWLCAVAALLSGAQARGTPLLARPAPPGASRYSLYTTGWRPRLRPGPHKALCAYVVHRNVTCILQEGAESYVKAEYRQCRWGPKCPGTVTYRTVLRPKYKVGYKTVTDLAWRCCPGFTGKRCPEHLTDHGAASPQLEPEPQIPSGQLDPGPRPPSYSRAAPSPHGRKGPGLFGERLERLEGDVQRLAQTYGTLSGLVASHEDPNRMTGGPRAPAVPVGFGVIPEGLVGPGDRARGPLTPPLDEILSKVTEVSNTLQTKVQLLDKVHGLALGHEAHLQRLREAPPSPLTSLALL.... Result: 0 (no interaction). (3) The miRNA is rno-miR-30a-5p with sequence UGUAAACAUCCUCGACUGGAAG. The protein sequence of the target gene is MEQRTEIAPLLKMDLVIQDWTINITALKESNDNGISFCEVVSRTMTFLSLIIALVGLVGNATVLWFLGFQMSRNAFSVYILNLAGADFVFMCFQIVHCFYIILDIYFIPTNFFSSYTMVLNIAYLSGLSILTVISTERFLSVMWPIWYRCQRPRHTSAVICTVLWVLSLVLSLLEGKECGFLYYTSGPGLCKTFDLITTAWLIVLFVVLLGSSLALVLTIFCGLHKVPVTRLYVTIVFTVLVFLIFGLPYGIYWFLLEWIREFHDNKPCGFRNVTIFLSCINSCANPIIYFLVGSIRHHR.... Result: 0 (no interaction). (4) The miRNA is hsa-let-7b-5p with sequence UGAGGUAGUAGGUUGUGUGGUU. The protein sequence of the target gene is MGPLSPARTLRLWGPRSLGVALGVFMTIGFALQLLGGPFQRRLPGLQLRQPSAPSLRPALPSCPPRQRLVFLKTHKSGSSSVLSLLHRYGDQHGLRFALPARYQFGYPKLFQASRVKGYRPQGGGTQLPFHILCHHMRFNLKEVLQVMPSDSFFFSIVRDPAALARSAFSYYKSTSSAFRKSPSLAAFLANPRGFYRPGARGDHYARNLLWFDFGLPFPPEKRAKRGNIHPPRDPNPPQLQVLPSGAGPRAQTLNPNALIHPVSTVTDHRSQISSPASFDLGSSSFIQWGLAWLDSVFDL.... Result: 0 (no interaction). (5) The miRNA is mmu-miR-16-1-3p with sequence CCAGUAUUGACUGUGCUGCUGA. The protein sequence of the target gene is MGAPGGKINRPRTELKKKLFKRRRVLNRERRLRHRVVGAVIDQGLITRHHLKKRASSARANITLSGKKRRKLLQQIRLAQKEKTAMEVEAPSKPARTSEPQLKRQKKTKAPQDVEMKDLEDES. Result: 0 (no interaction). (6) The miRNA is hsa-miR-2116-3p with sequence CCUCCCAUGCCAAGAACUCCC. The protein sequence of the target gene is MGSKERFHWQSHNVKQSGVDDMVLLPQITEDAIAANLRKRFMDDYIFTYIGSVLISVNPFKQMPYFTDREIDLYQGAAQYENPPHIYALTDNMYRNMLIDCENQCVIISGESGAGKTVAAKYIMGYISKVSGGGEKVQHVKDIILQSNPLLEAFGNAKTVRNNNSSRFGKYFEIQFSRGGEPDGGKISNFLLEKSRVVMQNENERNFHIYYQLLEGASQEQRQNLGLMTPDYYYYLNQSDTYQVDGTDDRSDFGETLSAMQVIGIPPSIQQLVLQLVAGILHLGNISFCEDGNYARVESV.... Result: 1 (interaction).